This data is from Reaction yield outcomes from USPTO patents with 853,638 reactions. The task is: Predict the reaction yield, written as a fraction of the theoretical maximum amount of product (1.0 means a 100% yield; for example, 0.34 means a 34% yield). The yield is 1.00. The catalyst is C(Cl)Cl. The reactants are [C:1]([O:5][C:6](=[O:19])[C:7]1[CH:15]=[CH:14][C:10]([C:11]([OH:13])=O)=[CH:9][C:8]=1[N+:16]([O-:18])=[O:17])([CH3:4])([CH3:3])[CH3:2].O[N:21]1[C:25]2C=[CH:27][CH:28]=[CH:29][C:24]=2N=N1.CCN=C=NCCCN(C)C.N1CCCCC1. The product is [C:1]([O:5][C:6](=[O:19])[C:7]1[CH:15]=[CH:14][C:10]([C:11]([N:21]2[CH2:27][CH2:28][CH2:29][CH2:24][CH2:25]2)=[O:13])=[CH:9][C:8]=1[N+:16]([O-:18])=[O:17])([CH3:2])([CH3:3])[CH3:4].